From a dataset of NCI-60 drug combinations with 297,098 pairs across 59 cell lines. Regression. Given two drug SMILES strings and cell line genomic features, predict the synergy score measuring deviation from expected non-interaction effect. (1) Drug 1: C1=CC=C(C=C1)NC(=O)CCCCCCC(=O)NO. Drug 2: C1=NC2=C(N1)C(=S)N=CN2. Cell line: SNB-19. Synergy scores: CSS=16.6, Synergy_ZIP=-3.69, Synergy_Bliss=3.35, Synergy_Loewe=-0.125, Synergy_HSA=1.42. (2) Drug 1: CS(=O)(=O)CCNCC1=CC=C(O1)C2=CC3=C(C=C2)N=CN=C3NC4=CC(=C(C=C4)OCC5=CC(=CC=C5)F)Cl. Drug 2: CN(CCCl)CCCl.Cl. Cell line: MOLT-4. Synergy scores: CSS=57.5, Synergy_ZIP=-4.33, Synergy_Bliss=-1.49, Synergy_Loewe=-5.10, Synergy_HSA=0.243. (3) Drug 1: CC1=C2C(C(=O)C3(C(CC4C(C3C(C(C2(C)C)(CC1OC(=O)C(C(C5=CC=CC=C5)NC(=O)OC(C)(C)C)O)O)OC(=O)C6=CC=CC=C6)(CO4)OC(=O)C)OC)C)OC. Drug 2: C1CCC(C(C1)N)N.C(=O)(C(=O)[O-])[O-].[Pt+4]. Cell line: TK-10. Synergy scores: CSS=35.9, Synergy_ZIP=-2.15, Synergy_Bliss=-4.69, Synergy_Loewe=-19.5, Synergy_HSA=-2.00. (4) Drug 1: C1=CC(=C2C(=C1NCCNCCO)C(=O)C3=C(C=CC(=C3C2=O)O)O)NCCNCCO. Drug 2: CC(CN1CC(=O)NC(=O)C1)N2CC(=O)NC(=O)C2. Cell line: SK-MEL-2. Synergy scores: CSS=41.1, Synergy_ZIP=-7.67, Synergy_Bliss=-5.20, Synergy_Loewe=-23.3, Synergy_HSA=-2.33. (5) Drug 1: C1=CN(C(=O)N=C1N)C2C(C(C(O2)CO)O)O.Cl. Drug 2: CCCCC(=O)OCC(=O)C1(CC(C2=C(C1)C(=C3C(=C2O)C(=O)C4=C(C3=O)C=CC=C4OC)O)OC5CC(C(C(O5)C)O)NC(=O)C(F)(F)F)O. Cell line: T-47D. Synergy scores: CSS=39.9, Synergy_ZIP=0.862, Synergy_Bliss=0.895, Synergy_Loewe=-4.18, Synergy_HSA=-0.314. (6) Drug 1: C1CC(C1)(C(=O)O)C(=O)O.[NH2-].[NH2-].[Pt+2]. Drug 2: CCCCCOC(=O)NC1=NC(=O)N(C=C1F)C2C(C(C(O2)C)O)O. Cell line: MOLT-4. Synergy scores: CSS=52.3, Synergy_ZIP=-1.42, Synergy_Bliss=-2.10, Synergy_Loewe=-24.9, Synergy_HSA=-2.42. (7) Drug 1: C1=CC(=CC=C1CCC2=CNC3=C2C(=O)NC(=N3)N)C(=O)NC(CCC(=O)O)C(=O)O. Drug 2: CC1=C(C(CCC1)(C)C)C=CC(=CC=CC(=CC(=O)O)C)C. Cell line: NCI-H522. Synergy scores: CSS=34.9, Synergy_ZIP=-10.9, Synergy_Bliss=-4.63, Synergy_Loewe=-13.3, Synergy_HSA=-3.24. (8) Drug 1: C1=CC(=CC=C1CCCC(=O)O)N(CCCl)CCCl. Drug 2: B(C(CC(C)C)NC(=O)C(CC1=CC=CC=C1)NC(=O)C2=NC=CN=C2)(O)O. Cell line: HOP-62. Synergy scores: CSS=26.4, Synergy_ZIP=-0.291, Synergy_Bliss=-2.60, Synergy_Loewe=-4.38, Synergy_HSA=-4.39. (9) Drug 1: C1=CC(=CC=C1CCC2=CNC3=C2C(=O)NC(=N3)N)C(=O)NC(CCC(=O)O)C(=O)O. Drug 2: CCN(CC)CCNC(=O)C1=C(NC(=C1C)C=C2C3=C(C=CC(=C3)F)NC2=O)C. Cell line: SR. Synergy scores: CSS=6.74, Synergy_ZIP=-18.7, Synergy_Bliss=-37.6, Synergy_Loewe=-57.1, Synergy_HSA=-39.6.